The task is: Predict the reactants needed to synthesize the given product.. This data is from Full USPTO retrosynthesis dataset with 1.9M reactions from patents (1976-2016). Given the product [Cl:20][C:21]1[CH:22]=[C:23]([NH:29][S:30]([C:33]2[CH:34]=[N:35][C:36]([C:39]([F:40])([F:41])[F:42])=[CH:37][CH:38]=2)(=[O:32])=[O:31])[C:24]([OH:27])=[N:25][CH:26]=1, predict the reactants needed to synthesize it. The reactants are: BrC1C=C(S(NC2C(O)=CC(Cl)=CN=2)(=O)=O)C=NC=1.[Cl:20][C:21]1[CH:22]=[C:23]([NH:29][S:30]([C:33]2[CH:34]=[N:35][C:36]([C:39]([F:42])([F:41])[F:40])=[CH:37][CH:38]=2)(=[O:32])=[O:31])[C:24]([O:27]C)=[N:25][CH:26]=1.BrC1C=C(S(NC2C(OC)=CC(Cl)=CN=2)(=O)=O)C=NC=1.